Dataset: Full USPTO retrosynthesis dataset with 1.9M reactions from patents (1976-2016). Task: Predict the reactants needed to synthesize the given product. (1) Given the product [C:13]([O:17][C:18]([NH:2][C@@H:3]([CH2:9][CH2:10][CH2:11][CH3:12])[CH:4]([OH:8])[C:5]([OH:7])=[O:6])=[O:19])([CH3:16])([CH3:15])[CH3:14], predict the reactants needed to synthesize it. The reactants are: Cl.[NH2:2][C@@H:3]([CH2:9][CH2:10][CH2:11][CH3:12])[CH:4]([OH:8])[C:5]([OH:7])=[O:6].[C:13]([O:17][C:18](O[C:18]([O:17][C:13]([CH3:16])([CH3:15])[CH3:14])=[O:19])=[O:19])([CH3:16])([CH3:15])[CH3:14]. (2) Given the product [CH3:23][O:24][C:25]([C@@:27]12[CH2:45][C@H:44]1[CH:43]=[CH:42][CH2:41][CH2:40][CH2:39][CH2:38][N:37]([CH3:46])[C:36](=[O:47])[N:35]1[C@@H:30]([CH2:31][C@@H:32]([O:22][C:9]3[CH:8]=[C:7]([C:4]4[S:5][CH:6]=[C:2]([CH3:1])[N:3]=4)[N:12]=[C:11]([C:13]4[S:14][CH:15]=[C:16]([C:18]([F:21])([F:20])[F:19])[N:17]=4)[N:10]=3)[CH2:33][CH2:34]1)[C:29](=[O:49])[NH:28]2)=[O:26], predict the reactants needed to synthesize it. The reactants are: [CH3:1][C:2]1[N:3]=[C:4]([C:7]2[N:12]=[C:11]([C:13]3[S:14][CH:15]=[C:16]([C:18]([F:21])([F:20])[F:19])[N:17]=3)[N:10]=[C:9]([OH:22])[CH:8]=2)[S:5][CH:6]=1.[CH3:23][O:24][C:25]([C@@:27]12[CH2:45][C@H:44]1[CH:43]=[CH:42][CH2:41][CH2:40][CH2:39][CH2:38][N:37]([CH3:46])[C:36](=[O:47])[N:35]1[C@@H:30]([CH2:31][C@H:32](O)[CH2:33][CH2:34]1)[C:29](=[O:49])[NH:28]2)=[O:26].COC([C@@]12C[C@H]1C=CCCCCN(C)C(=O)N1[C@@H](C[C@H](OC3C4C(=C(C)C(OC)=CC=4)N=C(C4SC=C(C#C)N=4)C=3)CC1)C(=O)N2)=O. (3) Given the product [NH2:80][C@H:76]([C:77]([OH:79])=[O:78])[CH2:61][C:62]1[C:67]2[C:66](=[CH:69][CH:3]=[CH:4][CH:5]=2)[NH:65][CH:63]=1, predict the reactants needed to synthesize it. The reactants are: C1N=[C:3](N)[C:4]2N=CN([C@@H]3O[C@H](COP(OP(OC[C@H]4O[C@@H](N5C=C(C(N)=O)CC=C5)[C@H](O)[C@@H]4O)(O)=O)(O)=O)[C@@H](O)[C@H]3OP(O)(O)=O)[C:5]=2N=1.N(C(CO)(CO)CO)CC(O)=O.[CH2:61]([C@H:76]([NH2:80])[C:77]([OH:79])=[O:78])[CH2:62][C:63]([NH:65][C@H:66]([C:69](NCC(O)=O)=O)[CH2:67]S)=O. (4) Given the product [C:12]([O:16][C:17]([NH:18][NH:19][CH2:8][C:7]1[CH:10]=[CH:11][C:4]([N+:1]([O-:3])=[O:2])=[CH:5][CH:6]=1)=[O:20])([CH3:15])([CH3:14])[CH3:13], predict the reactants needed to synthesize it. The reactants are: [N+:1]([C:4]1[CH:11]=[CH:10][C:7]([CH2:8]Br)=[CH:6][CH:5]=1)([O-:3])=[O:2].[C:12]([O:16][C:17](=[O:20])[NH:18][NH2:19])([CH3:15])([CH3:14])[CH3:13].C(=O)([O-])[O-].[K+].[K+]. (5) Given the product [OH:1][C:2]1[CH:10]=[CH:9][C:5]([C:6]([NH:27][CH2:26][C@H:23]2[CH2:22][CH2:21][C@@H:20]([CH2:19][O:12][C:13]3[CH:14]=[CH:15][CH:16]=[CH:17][CH:18]=3)[CH2:25][CH2:24]2)=[O:8])=[CH:4][N:3]=1, predict the reactants needed to synthesize it. The reactants are: [OH:1][C:2]1[CH:10]=[CH:9][C:5]([C:6]([OH:8])=O)=[CH:4][N:3]=1.Cl.[O:12]([CH2:19][C@@H:20]1[CH2:25][CH2:24][C@H:23]([CH2:26][NH2:27])[CH2:22][CH2:21]1)[C:13]1[CH:18]=[CH:17][CH:16]=[CH:15][CH:14]=1. (6) Given the product [CH2:11]([NH:18][CH2:7][C:6]1[CH:9]=[CH:10][C:3]([O:2][CH3:1])=[CH:4][CH:5]=1)[C:12]1[CH:17]=[CH:16][CH:15]=[CH:14][CH:13]=1, predict the reactants needed to synthesize it. The reactants are: [CH3:1][O:2][C:3]1[CH:10]=[CH:9][C:6]([CH:7]=O)=[CH:5][CH:4]=1.[CH2:11]([NH2:18])[C:12]1[CH:17]=[CH:16][CH:15]=[CH:14][CH:13]=1.C(O[BH-](OC(=O)C)OC(=O)C)(=O)C.[Na+]. (7) Given the product [C:1]([C:3]1[N:8]=[CH:7][C:6]([N:9]2[CH2:14][CH2:13][CH2:12][C@@H:11]([NH:15][C:16](=[O:22])[O:17][C:18]([CH3:21])([CH3:20])[CH3:19])[CH2:10]2)=[CH:5][C:4]=1[NH:23][C:24]1[CH:29]=[CH:28][C:27]([C:30]([N:32]2[CH2:33][CH2:34][O:35][CH2:36][CH2:37]2)=[O:31])=[CH:26][CH:25]=1)(=[O:38])[NH2:2], predict the reactants needed to synthesize it. The reactants are: [C:1]([C:3]1[N:8]=[CH:7][C:6]([N:9]2[CH2:14][CH2:13][CH2:12][C@@H:11]([NH:15][C:16](=[O:22])[O:17][C:18]([CH3:21])([CH3:20])[CH3:19])[CH2:10]2)=[CH:5][C:4]=1[NH:23][C:24]1[CH:29]=[CH:28][C:27]([C:30]([N:32]2[CH2:37][CH2:36][O:35][CH2:34][CH2:33]2)=[O:31])=[CH:26][CH:25]=1)#[N:2].[OH-:38].[Na+].OO. (8) Given the product [Cl:26][C:27]1[N:32]=[C:31]([F:33])[C:30]([C:7]2[CH:19]=[CH:18][C:10]3[N:11]([CH2:14][CH:15]4[CH2:16][CH2:17]4)[N:12]=[N:13][C:9]=3[C:8]=2[C:20]([F:21])([F:22])[F:23])=[CH:29][CH:28]=1, predict the reactants needed to synthesize it. The reactants are: FC(F)(F)S(O[C:7]1[CH:19]=[CH:18][C:10]2[N:11]([CH2:14][CH:15]3[CH2:17][CH2:16]3)[N:12]=[N:13][C:9]=2[C:8]=1[C:20]([F:23])([F:22])[F:21])(=O)=O.[Cl:26][C:27]1[N:32]=[C:31]([F:33])[C:30](B(O)O)=[CH:29][CH:28]=1.P([O-])([O-])([O-])=O.[K+].[K+].[K+]. (9) Given the product [OH:28][CH2:27][C:26]1[CH:31]=[CH:32][C:23]([C:21]([NH:20][C:10]2[CH:11]=[C:12]([C:15]3[S:16][CH:17]=[CH:18][CH:19]=3)[CH:13]=[CH:14][C:9]=2[NH:8][C:6](=[O:7])[O:5][C:1]([CH3:2])([CH3:3])[CH3:4])=[O:22])=[CH:24][CH:25]=1, predict the reactants needed to synthesize it. The reactants are: [C:1]([O:5][C:6]([NH:8][C:9]1[CH:14]=[CH:13][C:12]([C:15]2[S:16][CH:17]=[CH:18][CH:19]=2)=[CH:11][C:10]=1[NH:20][C:21]([C:23]1[CH:32]=[CH:31][C:26]([C:27](OC)=[O:28])=[CH:25][CH:24]=1)=[O:22])=[O:7])([CH3:4])([CH3:3])[CH3:2].[Li+].[BH4-].